Task: Regression/Classification. Given a drug SMILES string, predict its absorption, distribution, metabolism, or excretion properties. Task type varies by dataset: regression for continuous measurements (e.g., permeability, clearance, half-life) or binary classification for categorical outcomes (e.g., BBB penetration, CYP inhibition). Dataset: cyp2d6_veith.. Dataset: CYP2D6 inhibition data for predicting drug metabolism from PubChem BioAssay (1) The drug is COc1ccc(NC(=O)/C(=C\c2cc(OC)c(OC)cc2[N+](=O)[O-])NC(=O)c2ccccc2)cc1. The result is 0 (non-inhibitor). (2) The drug is COc1ccc2[nH]c(C(=O)c3ccccc3)cc2c1. The result is 0 (non-inhibitor).